This data is from Catalyst prediction with 721,799 reactions and 888 catalyst types from USPTO. The task is: Predict which catalyst facilitates the given reaction. (1) Reactant: [F:1][C:2]([F:15])([F:14])[S:3]([O:6]S(C(F)(F)F)(=O)=O)(=[O:5])=[O:4].[CH3:16][O:17][C:18](=[O:39])[CH:19]([C:24]1[CH:29]=[C:28](O)[CH:27]=[C:26]([O:31][CH2:32][C:33]2[CH:38]=[CH:37][CH:36]=[CH:35][CH:34]=2)[CH:25]=1)[CH2:20][C:21]([CH3:23])=[CH2:22].N1C=CC=CC=1. Product: [CH3:16][O:17][C:18](=[O:39])[CH:19]([C:24]1[CH:29]=[C:28]([O:6][S:3]([C:2]([F:15])([F:14])[F:1])(=[O:5])=[O:4])[CH:27]=[C:26]([O:31][CH2:32][C:33]2[CH:38]=[CH:37][CH:36]=[CH:35][CH:34]=2)[CH:25]=1)[CH2:20][C:21]([CH3:23])=[CH2:22]. The catalyst class is: 2. (2) Product: [CH2:1]([O:8][C:9]1[CH:14]=[CH:13][N:12]=[C:11]([C:15]([NH:12][C:11]2[CH:10]=[CH:9][C:14]([C:31]#[N:29])=[CH:13][C:20]=2[C:19]([OH:23])=[O:25])=[O:17])[CH:10]=1)[C:2]1[CH:3]=[CH:4][CH:5]=[CH:6][CH:7]=1. Reactant: [CH2:1]([O:8][C:9]1[CH:14]=[CH:13][N:12]=[C:11]([C:15]([O-:17])=O)[CH:10]=1)[C:2]1[CH:7]=[CH:6][CH:5]=[CH:4][CH:3]=1.[Na+].[C:19](Cl)(=[O:23])[C:20](Cl)=O.[OH-:25].[Na+].Cl.C[N:29]([CH:31]=O)C. The catalyst class is: 135. (3) Reactant: [C:1]([C:3]1[CH:4]=[CH:5][C:6]([CH3:9])=[N:7][CH:8]=1)#[N:2].C1C(C(OO)=O)=CC=CC=1.[Br:20]N1C(=O)CCC1=O. Product: [Br:20][CH2:9][C:6]1[CH:5]=[CH:4][C:3]([C:1]#[N:2])=[CH:8][N:7]=1. The catalyst class is: 48. (4) Reactant: [OH:1][C:2]1[CH:9]=[CH:8][C:5]([CH:6]=[O:7])=[CH:4][CH:3]=1.N1C=CN=C1.[CH:15]([Si:18](Cl)([CH:22]([CH3:24])[CH3:23])[CH:19]([CH3:21])[CH3:20])([CH3:17])[CH3:16]. Product: [CH:15]([Si:18]([O:1][C:2]1[CH:9]=[CH:8][C:5]([CH:6]=[O:7])=[CH:4][CH:3]=1)([CH:22]([CH3:24])[CH3:23])[CH:19]([CH3:21])[CH3:20])([CH3:17])[CH3:16]. The catalyst class is: 3. (5) Reactant: Cl[C:2]1[N:7]=[C:6]([CH3:8])[C:5]([CH2:9][C:10]([O:12][CH3:13])=[O:11])=[C:4]([C:14]2[CH:19]=[CH:18][CH:17]=[CH:16][CH:15]=2)[N:3]=1.[C:20]1(B(O)O)[CH:25]=[CH:24][CH:23]=[CH:22][CH:21]=1.C(N(CC)C(C)C)(C)C. Product: [CH3:8][C:6]1[C:5]([CH2:9][C:10]([O:12][CH3:13])=[O:11])=[C:4]([C:14]2[CH:19]=[CH:18][CH:17]=[CH:16][CH:15]=2)[N:3]=[C:2]([C:20]2[CH:25]=[CH:24][CH:23]=[CH:22][CH:21]=2)[N:7]=1. The catalyst class is: 108. (6) Reactant: [CH3:1][S:2]([N:5]([C:10]1[CH:19]=[CH:18][CH:17]=[C:16]2[C:11]=1[CH:12]=[CH:13][C:14]([S:25]([O-:28])(=O)=[O:26])=[C:15]2[O:20][S:21]([CH3:24])(=[O:23])=[O:22])[S:6]([CH3:9])(=[O:8])=[O:7])(=[O:4])=[O:3].C(#N)C.CN1CCCC1=O.P(Cl)(Cl)([Cl:41])=O. Product: [CH3:1][S:2]([N:5]([C:10]1[CH:19]=[CH:18][CH:17]=[C:16]2[C:11]=1[CH:12]=[CH:13][C:14]([S:25]([Cl:41])(=[O:28])=[O:26])=[C:15]2[O:20][S:21]([CH3:24])(=[O:23])=[O:22])[S:6]([CH3:9])(=[O:8])=[O:7])(=[O:4])=[O:3]. The catalyst class is: 6.